Predict the reactants needed to synthesize the given product. From a dataset of Full USPTO retrosynthesis dataset with 1.9M reactions from patents (1976-2016). The reactants are: C(Cl)(=O)C(Cl)=O.Cl[C:8]([CH:10]1[CH2:13][C:12]2([CH2:18][CH2:17][N:16]([C:19]([O:21][CH2:22][C:23]3[CH:28]=[CH:27][CH:26]=[CH:25][CH:24]=3)=[O:20])[CH2:15][CH2:14]2)[CH2:11]1)=[O:9].[CH3:29][C:30]1([CH3:37])[CH2:36][NH:35][CH2:34][CH2:33][NH:32][CH2:31]1.CCN(CC)CC. Given the product [CH3:29][C:30]1([CH3:37])[CH2:36][N:35]([C:8]([CH:10]2[CH2:13][C:12]3([CH2:18][CH2:17][N:16]([C:19]([O:21][CH2:22][C:23]4[CH:28]=[CH:27][CH:26]=[CH:25][CH:24]=4)=[O:20])[CH2:15][CH2:14]3)[CH2:11]2)=[O:9])[CH2:34][CH2:33][NH:32][CH2:31]1, predict the reactants needed to synthesize it.